This data is from Forward reaction prediction with 1.9M reactions from USPTO patents (1976-2016). The task is: Predict the product of the given reaction. (1) Given the reactants [CH3:1][C:2]1([CH3:41])[CH2:11][CH:10]=[C:9]([C:12]2[CH:17]=[CH:16][CH:15]=[C:14]([O:18][Si](CC(CC)CC)(C)C)[CH:13]=2)[C:8]2[CH:7]=[C:6]([C:28]#[C:29][C:30]3[CH:40]=[CH:39][C:33]([C:34]([O:36]CC)=[O:35])=[CH:32][CH:31]=3)[CH:5]=[CH:4][C:3]1=2.[OH-].[Na+].Cl, predict the reaction product. The product is: [CH3:1][C:2]1([CH3:41])[CH2:11][CH:10]=[C:9]([C:12]2[CH:17]=[CH:16][CH:15]=[C:14]([OH:18])[CH:13]=2)[C:8]2[CH:7]=[C:6]([C:28]#[C:29][C:30]3[CH:31]=[CH:32][C:33]([C:34]([OH:36])=[O:35])=[CH:39][CH:40]=3)[CH:5]=[CH:4][C:3]1=2. (2) Given the reactants [H-].[Na+].[OH:3][C:4]1[CH:9]=[CH:8][C:7]([CH2:10][CH2:11][C:12]([O:14][CH3:15])=[O:13])=[CH:6][CH:5]=1.[CH2:16](Br)[C:17]1[CH:22]=[CH:21][CH:20]=[CH:19][CH:18]=1, predict the reaction product. The product is: [CH2:16]([O:3][C:4]1[CH:5]=[CH:6][C:7]([CH2:10][CH2:11][C:12]([O:14][CH3:15])=[O:13])=[CH:8][CH:9]=1)[C:17]1[CH:22]=[CH:21][CH:20]=[CH:19][CH:18]=1. (3) Given the reactants [CH2:1]1[C:9]2[C:4](=[CH:5][CH:6]=[CH:7][CH:8]=2)[CH2:3][CH:2]1[C:10]([N:12]1[CH2:17][CH:16]2[CH:14]([C:15]2([C:19]2[CH:20]=[C:21]([NH:25][S:26]([CH3:29])(=[O:28])=[O:27])[CH:22]=[CH:23][CH:24]=2)[CH3:18])[CH2:13]1)=O.[H-].[Al+3].[Li+].[H-].[H-].[H-].O.C(=O)([O-])O.[Na+], predict the reaction product. The product is: [CH2:1]1[C:9]2[C:4](=[CH:5][CH:6]=[CH:7][CH:8]=2)[CH2:3][CH:2]1[CH2:10][N:12]1[CH2:13][CH:14]2[CH:16]([C:15]2([C:19]2[CH:20]=[C:21]([NH:25][S:26]([CH3:29])(=[O:27])=[O:28])[CH:22]=[CH:23][CH:24]=2)[CH3:18])[CH2:17]1. (4) Given the reactants [CH2:1]=[CH:2][CH2:3][CH2:4][CH2:5][CH2:6][CH2:7][CH3:8].[OH:9][P:10]=[O:11].C1C(C(OOC(C)(C)C)=O)=CC=CC=1.O, predict the reaction product. The product is: [CH2:1]([PH:10](=[O:9])[OH:11])[CH2:2][CH2:3][CH2:4][CH2:5][CH2:6][CH2:7][CH3:8].